Regression. Given a peptide amino acid sequence and an MHC pseudo amino acid sequence, predict their binding affinity value. This is MHC class I binding data. From a dataset of Peptide-MHC class I binding affinity with 185,985 pairs from IEDB/IMGT. The peptide sequence is ASHFISNSW. The MHC is HLA-A11:01 with pseudo-sequence HLA-A11:01. The binding affinity (normalized) is 0.